From a dataset of Catalyst prediction with 721,799 reactions and 888 catalyst types from USPTO. Predict which catalyst facilitates the given reaction. (1) Reactant: [CH3:1][C:2]1[CH:7]=[C:6]([CH3:8])[N:5]=[C:4]([NH:9][C:10]2[CH:15]=[CH:14][C:13]([CH2:16][CH2:17][OH:18])=[CH:12][CH:11]=2)[C:3]=1[N+:19]([O-])=O. Product: [NH2:19][C:3]1[C:4]([NH:9][C:10]2[CH:15]=[CH:14][C:13]([CH2:16][CH2:17][OH:18])=[CH:12][CH:11]=2)=[N:5][C:6]([CH3:8])=[CH:7][C:2]=1[CH3:1]. The catalyst class is: 78. (2) Reactant: [F:1][C:2]1[C:12]([SH:13])=[CH:11][CH:10]=[CH:9][C:3]=1[C:4]([O:6][CH2:7][CH3:8])=[O:5].C1C(=O)N(Cl)C(=O)C1.[Cl:22][C:23]1[C:31]([F:32])=[C:30]2[C:26]([CH:27]=[CH:28][NH:29]2)=[CH:25][CH:24]=1. Product: [Cl:22][C:23]1[C:31]([F:32])=[C:30]2[C:26]([C:27]([S:13][C:12]3[C:2]([F:1])=[C:3]([CH:9]=[CH:10][CH:11]=3)[C:4]([O:6][CH2:7][CH3:8])=[O:5])=[CH:28][NH:29]2)=[CH:25][CH:24]=1. The catalyst class is: 34.